From a dataset of Forward reaction prediction with 1.9M reactions from USPTO patents (1976-2016). Predict the product of the given reaction. (1) Given the reactants [Cl:1][C:2]1[CH:7]=[C:6]([CH3:8])[C:5]([NH:9][C:10]([C:12]2[N:13]([C:21]3[C:26]([Cl:27])=[CH:25][CH:24]=[CH:23][N:22]=3)[N:14]=[C:15]([C:17]([F:20])([F:19])[F:18])[CH:16]=2)=[O:11])=[C:4]([C:28](=[O:35])[N:29]=S(CC)CC)[CH:3]=1.Cl, predict the reaction product. The product is: [C:28]([C:4]1[CH:3]=[C:2]([Cl:1])[CH:7]=[C:6]([CH3:8])[C:5]=1[NH:9][C:10]([C:12]1[N:13]([C:21]2[C:26]([Cl:27])=[CH:25][CH:24]=[CH:23][N:22]=2)[N:14]=[C:15]([C:17]([F:18])([F:19])[F:20])[CH:16]=1)=[O:11])(=[O:35])[NH2:29]. (2) Given the reactants Br[CH2:2][C:3]1[N:4]=[C:5]2[C:10](=[N:11][CH:12]=1)[N:9]=[C:8]([NH2:13])[N:7]=[C:6]2[NH2:14].[NH2:15][C:16]1[CH:21]=[CH:20][C:19]([CH2:22][C:23]([O:25][C:26]([CH3:29])([CH3:28])[CH3:27])=[O:24])=[CH:18][CH:17]=1.C([O-])([O-])=O.[K+].[K+], predict the reaction product. The product is: [NH2:13][C:8]1[N:7]=[C:6]([NH2:14])[C:5]2[C:10](=[N:11][CH:12]=[C:3]([CH2:2][NH:15][C:16]3[CH:17]=[CH:18][C:19]([CH2:22][C:23]([O:25][C:26]([CH3:29])([CH3:28])[CH3:27])=[O:24])=[CH:20][CH:21]=3)[N:4]=2)[N:9]=1. (3) Given the reactants [CH3:1][C:2]1[O:3][C:4]2[C:9]([C:10](=[O:12])[CH:11]=1)=[CH:8][CH:7]=[CH:6][C:5]=2[CH:13]=[C:14]([C:18](=[O:20])[CH3:19])[C:15](=O)[CH3:16].[NH2:21][C:22]1[N:27]=[CH:26][NH:25][C:24](=[O:28])[CH:23]=1, predict the reaction product. The product is: [C:18]([C:14]1[CH:13]([C:5]2[CH:6]=[CH:7][CH:8]=[C:9]3[C:4]=2[O:3][C:2]([CH3:1])=[CH:11][C:10]3=[O:12])[C:23]2[C:24](=[O:28])[NH:25][CH:26]=[N:27][C:22]=2[NH:21][C:15]=1[CH3:16])(=[O:20])[CH3:19]. (4) The product is: [Br:1][C:2]1[CH:11]=[C:10]2[C:5]([C:6](=[O:18])[N:7]3[CH2:16][CH2:15][CH:14]([F:25])[CH2:13][CH2:12][C:8]3=[N:9]2)=[CH:4][CH:3]=1. Given the reactants [Br:1][C:2]1[CH:11]=[C:10]2[C:5]([C:6](=[O:18])[N:7]3[CH2:16][CH2:15][CH:14](O)[CH2:13][CH2:12][C:8]3=[N:9]2)=[CH:4][CH:3]=1.CCN(S(F)(F)[F:25])CC, predict the reaction product.